Dataset: Peptide-MHC class II binding affinity with 134,281 pairs from IEDB. Task: Regression. Given a peptide amino acid sequence and an MHC pseudo amino acid sequence, predict their binding affinity value. This is MHC class II binding data. (1) The peptide sequence is APYVAWMRATAIQAE. The MHC is DRB1_0301 with pseudo-sequence DRB1_0301. The binding affinity (normalized) is 0.174. (2) The peptide sequence is APEVEYTVFETALKK. The MHC is HLA-DPA10301-DPB10402 with pseudo-sequence HLA-DPA10301-DPB10402. The binding affinity (normalized) is 0.733.